The task is: Predict the reaction yield, written as a fraction of the theoretical maximum amount of product (1.0 means a 100% yield; for example, 0.34 means a 34% yield).. This data is from Reaction yield outcomes from USPTO patents with 853,638 reactions. The product is [Br:13][C:14]1[CH:15]=[C:16]([C:20]([O:22][CH3:23])=[O:21])[N:17]([CH3:19])[C:18]=1[C:27]([CH:29]1[CH2:34][CH2:33][CH2:32][CH2:31][CH2:30]1)=[O:28]. The reactants are N(C(C)C)C(C)C.[Li]CCCC.[Br:13][C:14]1[CH:15]=[C:16]([C:20]([O:22][CH3:23])=[O:21])[N:17]([CH3:19])[CH:18]=1.CON(C)[C:27]([CH:29]1[CH2:34][CH2:33][CH2:32][CH2:31][CH2:30]1)=[O:28]. The catalyst is C1COCC1.[NH4+].[Cl-]. The yield is 0.780.